From a dataset of Catalyst prediction with 721,799 reactions and 888 catalyst types from USPTO. Predict which catalyst facilitates the given reaction. (1) The catalyst class is: 4. Reactant: [CH:1]1([CH2:7][C@@H:8]([NH2:24])[CH2:9][N:10]2[CH2:15][CH2:14][N:13]([C:16]3[CH:21]=[CH:20][CH:19]=[CH:18][C:17]=3[O:22][CH3:23])[CH2:12][CH2:11]2)[CH2:6][CH2:5][CH2:4][CH2:3][CH2:2]1.C(N(CC)CC)C.[CH3:32][C:33]1([C:39]([Cl:41])=[O:40])[CH2:38][CH2:37][CH2:36][CH2:35][CH2:34]1. Product: [OH2:22].[ClH:41].[CH:1]1([CH2:7][C@@H:8]([NH:24][C:39]([C:33]2([CH3:32])[CH2:38][CH2:37][CH2:36][CH2:35][CH2:34]2)=[O:40])[CH2:9][N:10]2[CH2:15][CH2:14][N:13]([C:16]3[CH:21]=[CH:20][CH:19]=[CH:18][C:17]=3[O:22][CH3:23])[CH2:12][CH2:11]2)[CH2:6][CH2:5][CH2:4][CH2:3][CH2:2]1. (2) Reactant: [Cl:1][C:2]1[CH:26]=[C:25]([Cl:27])[CH:24]=[CH:23][C:3]=1[CH2:4][N:5]1[C:9]([CH2:10][CH2:11][C:12]([OH:14])=O)=[CH:8][C:7]([O:15][CH2:16][C:17]2[CH:22]=[CH:21][CH:20]=[CH:19][N:18]=2)=[N:6]1.[CH2:28]([S:33]([NH2:36])(=[O:35])=[O:34])[CH2:29][CH2:30][CH2:31][CH3:32].N12CCCN=C1CCCCC2. Product: [ClH:1].[Cl:1][C:2]1[CH:26]=[C:25]([Cl:27])[CH:24]=[CH:23][C:3]=1[CH2:4][N:5]1[C:9]([CH2:10][CH2:11][C:12]([NH:36][S:33]([CH2:28][CH2:29][CH2:30][CH2:31][CH3:32])(=[O:35])=[O:34])=[O:14])=[CH:8][C:7]([O:15][CH2:16][C:17]2[CH:22]=[CH:21][CH:20]=[CH:19][N:18]=2)=[N:6]1. The catalyst class is: 9. (3) Reactant: [C:1]([NH2:5])(=[O:4])[CH2:2][CH3:3].[H-].[Na+].[Br:8][C:9]1[CH:10]=[N:11][CH:12]=[C:13]([CH2:15]Cl)[CH:14]=1.O. Product: [Br:8][C:9]1[CH:14]=[C:13]([CH2:15][NH:5][C:1](=[O:4])[CH2:2][CH3:3])[CH:12]=[N:11][CH:10]=1. The catalyst class is: 3. (4) Reactant: Cl.[CH2:2]([O:4][C:5](=[O:13])[C@@H:6]([NH2:12])[CH2:7][CH:8]([CH3:11])[CH2:9][CH3:10])[CH3:3].C(N(CC)C(C)C)(C)C.[Cl:23][C:24]1[CH:57]=[CH:56][CH:55]=[CH:54][C:25]=1[O:26][C:27]1[CH2:31]N([C@@H](CC2CCCCC2)C(NC2C=CN(CC(O)(C)C)N=2)=O)[C:29](=[O:53])[CH:28]=1. Product: [CH2:2]([O:4][C:5](=[O:13])[C@@H:6]([N:12]1[CH2:31][C:27]([O:26][C:25]2[CH:54]=[CH:55][CH:56]=[CH:57][C:24]=2[Cl:23])=[CH:28][C:29]1=[O:53])[CH2:7][CH:8]([CH3:11])[CH2:9][CH3:10])[CH3:3]. The catalyst class is: 10. (5) Reactant: [CH2:1]([N:8]([CH2:29][C:30]1[CH:35]=[CH:34][CH:33]=[CH:32][CH:31]=1)[C:9]1[CH:14]=[CH:13][C:12]([F:15])=[C:11]([C:16]2[C:20]([C:21]3[CH:26]=[CH:25][N:24]=[C:23](F)[CH:22]=3)=[CH:19][NH:18][N:17]=2)[C:10]=1[F:28])[C:2]1[CH:7]=[CH:6][CH:5]=[CH:4][CH:3]=1.[CH3:36][NH2:37]. Product: [CH2:29]([N:8]([CH2:1][C:2]1[CH:7]=[CH:6][CH:5]=[CH:4][CH:3]=1)[C:9]1[C:10]([F:28])=[C:11]([C:16]2[C:20]([C:21]3[CH:26]=[CH:25][N:24]=[C:23]([NH:37][CH3:36])[CH:22]=3)=[CH:19][NH:18][N:17]=2)[C:12]([F:15])=[CH:13][CH:14]=1)[C:30]1[CH:31]=[CH:32][CH:33]=[CH:34][CH:35]=1. The catalyst class is: 58. (6) Reactant: [Br:1][C:2]1[CH:7]=[CH:6][CH:5]=[C:4]([S:8][C:9]2[CH:14]=[CH:13][CH:12]=[CH:11][CH:10]=2)[N:3]=1.ClC1C=CC=C(C(OO)=[O:23])C=1. Product: [C:9]1([S:8]([C:4]2[CH:5]=[CH:6][CH:7]=[C:2]([Br:1])[N:3]=2)=[O:23])[CH:10]=[CH:11][CH:12]=[CH:13][CH:14]=1. The catalyst class is: 2. (7) Reactant: [CH3:1][N:2]1[CH2:7][CH2:6][N:5]([NH:8][C:9]2[O:10][CH2:11][C:12](=[O:19])[C:13]=2[C:14]([O:16][CH2:17][CH3:18])=[O:15])[CH2:4][CH2:3]1.[NH:20]1[C:28]2[C:23](=[CH:24][CH:25]=[CH:26][N:27]=2)[C:22]([CH:29]=O)=[CH:21]1.N1CCC[C@H]1C(O)=O. Product: [NH:20]1[C:28]2=[N:27][CH:26]=[CH:25][CH:24]=[C:23]2[C:22]([CH:29]=[C:11]2[O:10][C:9]([NH:8][N:5]3[CH2:6][CH2:7][N:2]([CH3:1])[CH2:3][CH2:4]3)=[C:13]([C:14]([O:16][CH2:17][CH3:18])=[O:15])[C:12]2=[O:19])=[CH:21]1. The catalyst class is: 8. (8) Reactant: CC(OI1(OC(C)=O)(OC(C)=O)OC(=O)C2C1=CC=CC=2)=O.[OH:23][CH2:24][C:25]1[CH:35]=[CH:34][C:28]([C:29]([O:31][CH2:32][CH3:33])=[O:30])=[CH:27][N:26]=1.S(S([O-])=O)([O-])=O.[Na+].[Na+].C(=O)([O-])O.[Na+]. Product: [CH:24]([C:25]1[CH:35]=[CH:34][C:28]([C:29]([O:31][CH2:32][CH3:33])=[O:30])=[CH:27][N:26]=1)=[O:23]. The catalyst class is: 4.